Dataset: Reaction yield outcomes from USPTO patents with 853,638 reactions. Task: Predict the reaction yield, written as a fraction of the theoretical maximum amount of product (1.0 means a 100% yield; for example, 0.34 means a 34% yield). (1) The reactants are [CH3:1][N:2]1[CH:10]=[C:9]2[C:4]([CH:5]=[CH:6][C:7]3[CH2:13][CH2:12][C:11](=[CH:14][CH2:15][NH:16][C:17](=[O:20])[CH2:18][CH3:19])[C:8]=32)=[N:3]1. The catalyst is CO.[C].[Pd]. The product is [CH3:1][N:2]1[CH:10]=[C:9]2[C:4]([CH:5]=[CH:6][C:7]3[CH2:13][CH2:12][CH:11]([CH2:14][CH2:15][NH:16][C:17](=[O:20])[CH2:18][CH3:19])[C:8]=32)=[N:3]1. The yield is 0.740. (2) The reactants are [CH2:1]([NH:9][CH2:10][C:11]1[CH:16]=[CH:15][C:14]([OH:17])=[CH:13][CH:12]=1)[CH2:2][C:3]1[CH:8]=[CH:7][CH:6]=[CH:5][CH:4]=1.[O:18](C(OC(C)(C)C)=O)[C:19]([O:21][C:22]([CH3:25])([CH3:24])[CH3:23])=O. The catalyst is ClCCl. The product is [C:22]([O:21][C:19](=[O:18])[N:9]([CH2:10][C:11]1[CH:12]=[CH:13][C:14]([OH:17])=[CH:15][CH:16]=1)[CH2:1][CH2:2][C:3]1[CH:4]=[CH:5][CH:6]=[CH:7][CH:8]=1)([CH3:25])([CH3:24])[CH3:23]. The yield is 0.528. (3) The reactants are [O:1]=[C:2]1[CH:6]=[CH:5][C:4](=[O:7])[N:3]1[CH2:8][CH2:9][C:10]([O:12]N1C(=O)CCC1=O)=O.[NH2:20][CH2:21][CH2:22][CH2:23][O:24][CH2:25][CH2:26][O:27][CH2:28][CH2:29][O:30][CH2:31][CH2:32][CH2:33][NH:34][C:35]1[CH:85]=[CH:84][C:38]([C:39]([C:41]2[CH:83]=[CH:82][C:44]([O:45][CH2:46][CH2:47][CH2:48][NH:49][C:50](=[O:81])[CH2:51][CH2:52][O:53][CH2:54][CH2:55][O:56][CH2:57][CH2:58][O:59][CH2:60][CH2:61][O:62][CH2:63][CH2:64][NH:65][C:66](=[O:80])[CH2:67][CH2:68][CH2:69][CH2:70][CH:71]3[CH:78]4[CH:74]([NH:75][C:76](=[O:79])[NH:77]4)[CH2:73][S:72]3)=[CH:43][CH:42]=2)=[O:40])=[CH:37][CH:36]=1. The catalyst is C(Cl)Cl. The product is [O:7]=[C:4]1[CH:5]=[CH:6][C:2](=[O:1])[N:3]1[CH2:8][CH2:9][C:10](=[O:12])[NH:20][CH2:21][CH2:22][CH2:23][O:24][CH2:25][CH2:26][O:27][CH2:28][CH2:29][O:30][CH2:31][CH2:32][CH2:33][NH:34][C:35]1[CH:36]=[CH:37][C:38]([C:39]([C:41]2[CH:83]=[CH:82][C:44]([O:45][CH2:46][CH2:47][CH2:48][NH:49][C:50](=[O:81])[CH2:51][CH2:52][O:53][CH2:54][CH2:55][O:56][CH2:57][CH2:58][O:59][CH2:60][CH2:61][O:62][CH2:63][CH2:64][NH:65][C:66](=[O:80])[CH2:67][CH2:68][CH2:69][CH2:70][CH:71]3[CH:78]4[CH:74]([NH:75][C:76](=[O:79])[NH:77]4)[CH2:73][S:72]3)=[CH:43][CH:42]=2)=[O:40])=[CH:84][CH:85]=1. The yield is 0.730. (4) The reactants are C[O:2][C:3]1[CH:4]=[C:5]([CH:30]=[CH:31][C:32]=1[O:33]C)[C:6]([NH:8][C:9]1[S:10][C:11]([CH2:20][C:21]2[CH:26]=[CH:25][C:24]([N+:27]([O-:29])=[O:28])=[CH:23][CH:22]=2)=[C:12]([C:14]2[CH:19]=[CH:18][CH:17]=[CH:16][CH:15]=2)[N:13]=1)=[O:7].B(Br)(Br)Br. No catalyst specified. The product is [OH:2][C:3]1[CH:4]=[C:5]([CH:30]=[CH:31][C:32]=1[OH:33])[C:6]([NH:8][C:9]1[S:10][C:11]([CH2:20][C:21]2[CH:26]=[CH:25][C:24]([N+:27]([O-:29])=[O:28])=[CH:23][CH:22]=2)=[C:12]([C:14]2[CH:15]=[CH:16][CH:17]=[CH:18][CH:19]=2)[N:13]=1)=[O:7]. The yield is 0.628.